Dataset: Reaction yield outcomes from USPTO patents with 853,638 reactions. Task: Predict the reaction yield, written as a fraction of the theoretical maximum amount of product (1.0 means a 100% yield; for example, 0.34 means a 34% yield). (1) The yield is 0.660. The product is [C:1]([O:5][C@@H:6]([C:11]1[C:12]([CH3:45])=[N:13][C:14]2[N:15]([N:29]=[C:30]([C:32]3[CH:33]=[C:34]([C:38]4[CH:43]=[CH:42][CH:41]=[CH:40][C:39]=4[CH3:44])[CH:35]=[CH:36][CH:37]=3)[CH:31]=2)[C:16]=1[C:17]1[C:18]([CH3:28])=[C:19]2[C:24](=[C:25]([F:27])[CH:26]=1)[O:23][CH2:22][CH2:21][CH2:20]2)[C:7]([OH:9])=[O:8])([CH3:4])([CH3:3])[CH3:2]. The reactants are [C:1]([O:5][C@@H:6]([C:11]1[C:12]([CH3:45])=[N:13][C:14]2[N:15]([N:29]=[C:30]([C:32]3[CH:33]=[C:34]([C:38]4[CH:43]=[CH:42][CH:41]=[CH:40][C:39]=4[CH3:44])[CH:35]=[CH:36][CH:37]=3)[CH:31]=2)[C:16]=1[C:17]1[C:18]([CH3:28])=[C:19]2[C:24](=[C:25]([F:27])[CH:26]=1)[O:23][CH2:22][CH2:21][CH2:20]2)[C:7]([O:9]C)=[O:8])([CH3:4])([CH3:3])[CH3:2].[OH-].[Na+].C(O)(=O)C. The catalyst is O1CCOCC1.O. (2) The reactants are [Br:1][C:2]1[CH:9]=[C:8]([F:10])[C:5]([CH:6]=O)=[C:4]([F:11])[CH:3]=1.C(O[BH-](OC(=O)C)OC(=O)C)(=O)C.[Na+].[CH2:26]([NH:28][CH2:29][CH3:30])[CH3:27]. No catalyst specified. The product is [Br:1][C:2]1[CH:9]=[C:8]([F:10])[C:5]([CH2:6][N:28]([CH2:29][CH3:30])[CH2:26][CH3:27])=[C:4]([F:11])[CH:3]=1. The yield is 0.860. (3) The reactants are [N+:1]([C:4]1[CH:5]=[C:6]([CH:12]=[CH:13][C:14]=1[N:15]1[CH2:20][CH2:19][S:18][CH2:17][C:16]1=O)[C:7]([O:9][CH2:10][CH3:11])=[O:8])([O-])=O.O.Cl. The catalyst is C(O)C.[Fe]. The product is [CH2:19]1[C:20]2[N:15]([C:14]3[C:4]([N:1]=2)=[CH:5][C:6]([C:7]([O:9][CH2:10][CH3:11])=[O:8])=[CH:12][CH:13]=3)[CH2:16][CH2:17][S:18]1. The yield is 0.530. (4) The reactants are Cl.Cl.[NH2:3][CH:4]([C:16]1[CH:21]=[CH:20][C:19]([O:22][CH3:23])=[CH:18][CH:17]=1)[C:5]([O:7][C@@H:8]1[CH:13]2[CH2:14][CH2:15][N:10]([CH2:11][CH2:12]2)[CH2:9]1)=[O:6].C(N(CC)CC)C.[C:31](Cl)(=[O:38])[C:32]1[CH:37]=[CH:36][CH:35]=[CH:34][CH:33]=1. The catalyst is C(Cl)Cl. The product is [C:31]([NH:3][CH:4]([C:16]1[CH:17]=[CH:18][C:19]([O:22][CH3:23])=[CH:20][CH:21]=1)[C:5]([O:7][C@@H:8]1[CH:13]2[CH2:12][CH2:11][N:10]([CH2:15][CH2:14]2)[CH2:9]1)=[O:6])(=[O:38])[C:32]1[CH:37]=[CH:36][CH:35]=[CH:34][CH:33]=1. The yield is 0.410. (5) The reactants are [Cl:1][C:2]1[CH:11]=[C:10]2[C:5]([C:6]([NH:12][CH2:13][CH2:14][CH2:15][CH2:16][NH:17]C(=O)CCN(CC)CC)=[CH:7][CH:8]=[N:9]2)=[CH:4][CH:3]=1.[CH2:27]1[CH2:31]OC[CH2:28]1. No catalyst specified. The product is [Cl:1][C:2]1[CH:11]=[C:10]2[C:5]([C:6]([N:12]([CH2:28][CH2:27][CH2:31][N:9]([CH2:10][CH3:5])[CH2:8][CH3:7])[CH2:13][CH2:14][CH2:15][CH2:16][NH2:17])=[CH:7][CH:8]=[N:9]2)=[CH:4][CH:3]=1. The yield is 0.790.